This data is from Forward reaction prediction with 1.9M reactions from USPTO patents (1976-2016). The task is: Predict the product of the given reaction. (1) Given the reactants [Br:1][C:2]1[CH:8]=[CH:7][C:5]([NH2:6])=[C:4]([CH3:9])[CH:3]=1.F[C:11]1[CH:12]=[N:13][CH:14]=[CH:15][C:16]=1[C:17]([OH:19])=[O:18].[Li+].C[Si]([N-][Si](C)(C)C)(C)C, predict the reaction product. The product is: [Br:1][C:2]1[CH:8]=[CH:7][C:5]([NH:6][C:15]2[CH:14]=[N:13][CH:12]=[CH:11][C:16]=2[C:17]([OH:19])=[O:18])=[C:4]([CH3:9])[CH:3]=1. (2) Given the reactants [NH2:1][CH:2]1[CH2:7][CH2:6][CH:5]([NH:8][C:9]2[N:17]=[C:16]3[C:12]([N:13]=[CH:14][N:15]3[CH:18]3[CH2:22][CH2:21][CH2:20][CH2:19]3)=[C:11]([NH:23][CH2:24][C:25]3[CH:30]=[CH:29][C:28](Br)=[CH:27][CH:26]=3)[N:10]=2)[CH2:4][CH2:3]1.[O:32]1C=C[C:34](B(O)O)=[CH:33]1.O.O.O.P([O-])([O-])([O-])=O.[K+].[K+].[K+].[CH3:51][N:52](C)C=O, predict the reaction product. The product is: [NH2:1][CH:2]1[CH2:3][CH2:4][CH:5]([NH:8][C:9]2[N:17]=[C:16]3[C:12]([N:13]=[CH:14][N:15]3[CH:18]3[CH2:22][CH2:21][CH2:20][CH2:19]3)=[C:11]([NH:23][CH2:24][C:25]3[CH:51]=[N:52][C:28]([C:27]4[CH:34]=[CH:33][O:32][CH:26]=4)=[CH:29][CH:30]=3)[N:10]=2)[CH2:6][CH2:7]1. (3) Given the reactants [C:1]([O:5][C:6](=[O:16])[NH:7][CH2:8][C:9]1[CH:14]=[CH:13][C:12]([NH2:15])=[CH:11][CH:10]=1)([CH3:4])([CH3:3])[CH3:2].C(N(CC)CC)C.[CH3:24][S:25](Cl)(=[O:27])=[O:26].Cl, predict the reaction product. The product is: [C:1]([O:5][C:6](=[O:16])[NH:7][CH2:8][C:9]1[CH:10]=[CH:11][C:12]([NH:15][S:25]([CH3:24])(=[O:27])=[O:26])=[CH:13][CH:14]=1)([CH3:4])([CH3:2])[CH3:3].